This data is from Catalyst prediction with 721,799 reactions and 888 catalyst types from USPTO. The task is: Predict which catalyst facilitates the given reaction. (1) Reactant: [F:1][C:2]1[C:13](C(O)=O)=[CH:12][C:5]2[N:6]([CH3:11])[C:7](=[O:10])[CH2:8][O:9][C:4]=2[CH:3]=1.[C:17](N1C=CN=C1)(N1C=CN=C1)=[O:18].CO[C:31](=[O:42])[CH2:32][C:33]1[CH:38]=[C:37](OC)[CH:36]=[CH:35][C:34]=1[Cl:41].[H-].[Na+].[Cl-].[NH4+]. Product: [Cl:41][C:34]1[CH:35]=[C:36]([O:18][CH3:17])[CH:37]=[CH:38][C:33]=1[CH2:32][C:31]([C:13]1[C:2]([F:1])=[CH:3][C:4]2[O:9][CH2:8][C:7](=[O:10])[N:6]([CH3:11])[C:5]=2[CH:12]=1)=[O:42]. The catalyst class is: 9. (2) Reactant: [NH2:1][CH2:2][C:3]1[N:7]2[N:8]=[C:9]([NH:12][CH2:13][C:14]3[CH:19]=[CH:18][C:17]([Cl:20])=[C:16]([Cl:21])[CH:15]=3)[CH:10]=[CH:11][C:6]2=[N:5][CH:4]=1.[C:22](Cl)(=[O:29])[C:23]1[CH:28]=[CH:27][CH:26]=[CH:25][CH:24]=1. Product: [Cl:21][C:16]1[CH:15]=[C:14]([CH:19]=[CH:18][C:17]=1[Cl:20])[CH2:13][NH:12][C:9]1[CH:10]=[CH:11][C:6]2[N:7]([C:3]([CH2:2][NH:1][C:22](=[O:29])[C:23]3[CH:28]=[CH:27][CH:26]=[CH:25][CH:24]=3)=[CH:4][N:5]=2)[N:8]=1. The catalyst class is: 17. (3) Reactant: [Cl:1][C:2]1[N:7]=[CH:6][C:5]([CH2:8][NH:9][CH2:10][CH:11]([F:13])[F:12])=[CH:4][CH:3]=1.O[C:15]1[CH2:19][O:18][C:17](=[S:20])[CH:16]=1. Product: [Cl:1][C:2]1[N:7]=[CH:6][C:5]([CH2:8][N:9]([CH2:10][CH:11]([F:13])[F:12])[C:15]2[CH2:19][O:18][C:17](=[S:20])[CH:16]=2)=[CH:4][CH:3]=1. The catalyst class is: 15. (4) Reactant: [CH:1]([C:3]1[CH:4]=[C:5]([C:9]2[CH:23]=[C:22]([C:24]([F:27])([F:26])[F:25])[CH:21]=[CH:20][C:10]=2[O:11][CH2:12][C:13]([O:15]C(C)(C)C)=[O:14])[CH:6]=[CH:7][CH:8]=1)=O.[NH2:28][C:29]1[CH:34]=[CH:33][CH:32]=[CH:31][CH:30]=1.C([O-])([O-])=O.[K+].[K+].Cl[C:42]([O:44][CH2:45][CH2:46][CH2:47][CH3:48])=[O:43]. Product: [CH2:45]([O:44][C:42]([N:28]([CH2:1][C:3]1[CH:4]=[C:5]([C:9]2[CH:23]=[C:22]([C:24]([F:26])([F:27])[F:25])[CH:21]=[CH:20][C:10]=2[O:11][CH2:12][C:13]([OH:15])=[O:14])[CH:6]=[CH:7][CH:8]=1)[C:29]1[CH:34]=[CH:33][CH:32]=[CH:31][CH:30]=1)=[O:43])[CH2:46][CH2:47][CH3:48]. The catalyst class is: 2. (5) Reactant: [C:1](=O)([O-])[O-].[K+].[K+].C=O.[C:9]([O:13][C:14](=[O:36])[CH:15](P(OCC)(OCC)=O)[CH:16]([C:18]1[CH:27]=[CH:26][C:21]([C:22]([O:24][CH3:25])=[O:23])=[CH:20][CH:19]=1)[CH3:17])([CH3:12])([CH3:11])[CH3:10]. Product: [C:9]([O:13][C:14]([C:15](=[CH2:1])[CH:16]([C:18]1[CH:19]=[CH:20][C:21]([C:22]([O:24][CH3:25])=[O:23])=[CH:26][CH:27]=1)[CH3:17])=[O:36])([CH3:10])([CH3:11])[CH3:12]. The catalyst class is: 1. (6) Product: [ClH:41].[Br:38][C:27]1[C:28]([NH:30][C:31]2[CH:32]=[CH:33][C:34]([CH3:37])=[CH:35][CH:36]=2)=[N:29][C:24]([NH:23][C:20]2[CH:21]=[C:22]3[C:17](=[CH:18][CH:19]=2)[NH:16][CH:15]=[C:14]3[C:11]2[CH2:12][CH2:13][NH:8][CH2:9][CH:10]=2)=[N:25][CH:26]=1. Reactant: C(OC([N:8]1[CH2:13][CH:12]=[C:11]([C:14]2[C:22]3[C:17](=[CH:18][CH:19]=[C:20]([NH:23][C:24]4[N:29]=[C:28]([NH:30][C:31]5[CH:36]=[CH:35][C:34]([CH3:37])=[CH:33][CH:32]=5)[C:27]([Br:38])=[CH:26][N:25]=4)[CH:21]=3)[NH:16][CH:15]=2)[CH2:10][CH2:9]1)=O)(C)(C)C.CO.[ClH:41]. The catalyst class is: 12.